Dataset: Catalyst prediction with 721,799 reactions and 888 catalyst types from USPTO. Task: Predict which catalyst facilitates the given reaction. Reactant: [C:1]([C:4]1[S:8][C:7]([C:9]2[N:14]=[C:13]([NH:15][C:16]3[CH:21]=[CH:20][C:19]([CH2:22][C:23]([O:25][CH2:26][CH3:27])=[O:24])=[CH:18][CH:17]=3)[C:12]([CH2:28][CH3:29])=[C:11]([CH3:30])[N:10]=2)=[CH:6][CH:5]=1)(=[O:3])[CH3:2].[BH4-].[Na+]. Product: [CH2:28]([C:12]1[C:13]([NH:15][C:16]2[CH:17]=[CH:18][C:19]([CH2:22][C:23]([O:25][CH2:26][CH3:27])=[O:24])=[CH:20][CH:21]=2)=[N:14][C:9]([C:7]2[S:8][C:4]([CH:1]([OH:3])[CH3:2])=[CH:5][CH:6]=2)=[N:10][C:11]=1[CH3:30])[CH3:29]. The catalyst class is: 5.